Dataset: Full USPTO retrosynthesis dataset with 1.9M reactions from patents (1976-2016). Task: Predict the reactants needed to synthesize the given product. (1) The reactants are: Cl.[NH2:2][OH:3].[OH-].[K+].[CH3:6][C:7]1[CH:29]=[CH:28][CH:27]=[C:26]([CH3:30])[C:8]=1[CH2:9][O:10][C:11]1[CH:12]=[C:13]([C:17](=[O:25])[CH2:18][CH2:19][C:20](OCC)=O)[CH:14]=[CH:15][CH:16]=1.Cl.[CH2:32]([OH:34])C. Given the product [CH3:30][C:26]1[CH:27]=[CH:28][CH:29]=[C:7]([CH3:6])[C:8]=1[CH2:9][O:10][C:11]1[CH:12]=[C:13]([C:17](=[O:25])[CH2:18][CH2:19][CH2:20][C:32]([NH:2][OH:3])=[O:34])[CH:14]=[CH:15][CH:16]=1, predict the reactants needed to synthesize it. (2) Given the product [F:22][C:23]1[CH:24]=[CH:25][C:26]([CH:29]([OH:43])[CH:30]([NH:42][C:12](=[O:14])[CH2:11][C:1]2[C:10]3[C:5](=[CH:6][CH:7]=[CH:8][CH:9]=3)[CH:4]=[CH:3][CH:2]=2)[CH2:31][C:32]2[CH:37]=[CH:36][C:35]([C:38]([F:41])([F:40])[F:39])=[CH:34][CH:33]=2)=[CH:27][CH:28]=1, predict the reactants needed to synthesize it. The reactants are: [C:1]1([CH2:11][C:12]([OH:14])=O)[C:10]2[C:5](=[CH:6][CH:7]=[CH:8][CH:9]=2)[CH:4]=[CH:3][CH:2]=1.C(Cl)(=O)C(Cl)=O.Cl.[F:22][C:23]1[CH:28]=[CH:27][C:26]([CH:29]([OH:43])[CH:30]([NH2:42])[CH2:31][C:32]2[CH:37]=[CH:36][C:35]([C:38]([F:41])([F:40])[F:39])=[CH:34][CH:33]=2)=[CH:25][CH:24]=1.C(=O)([O-])O.[Na+]. (3) The reactants are: Br[C:2]1[CH:7]=[CH:6][C:5]([CH:8]([CH3:27])[C:9]([C:15]2[CH:16]=[CH:17][C:18]3[O:23][CH2:22][C:21](=[O:24])[N:20]([CH3:25])[C:19]=3[CH:26]=2)([OH:14])[C:10]([F:13])([F:12])[F:11])=[C:4]([Cl:28])[CH:3]=1.[Cl:29][C:30]1[CH:31]=[C:32](B(O)O)[CH:33]=[CH:34][C:35]=1[C:36]([O:38][CH3:39])=[O:37]. Given the product [CH3:39][O:38][C:36]([C:35]1[CH:34]=[CH:33][C:32]([C:2]2[CH:7]=[CH:6][C:5]([CH:8]([CH3:27])[C:9]([OH:14])([C:15]3[CH:16]=[CH:17][C:18]4[O:23][CH2:22][C:21](=[O:24])[N:20]([CH3:25])[C:19]=4[CH:26]=3)[C:10]([F:11])([F:13])[F:12])=[C:4]([Cl:28])[CH:3]=2)=[CH:31][C:30]=1[Cl:29])=[O:37], predict the reactants needed to synthesize it. (4) Given the product [CH3:1][C:2]1[CH:18]=[C:17]([C:19](=[N:27][O:28][CH2:29][C:30]2[CH:35]=[CH:34][C:33]([C:36]([F:37])([F:38])[F:39])=[CH:32][CH:31]=2)[CH2:20][C:21]2[CH:26]=[CH:25][CH:24]=[CH:23][CH:22]=2)[CH:16]=[CH:15][C:3]=1[O:4][CH2:5][C:6]([NH:8][CH2:9][C:10]([OH:12])=[O:11])=[O:7], predict the reactants needed to synthesize it. The reactants are: [CH3:1][C:2]1[CH:18]=[C:17]([C:19](=[N:27][O:28][CH2:29][C:30]2[CH:35]=[CH:34][C:33]([C:36]([F:39])([F:38])[F:37])=[CH:32][CH:31]=2)[CH2:20][C:21]2[CH:26]=[CH:25][CH:24]=[CH:23][CH:22]=2)[CH:16]=[CH:15][C:3]=1[O:4][CH2:5][C:6]([NH:8][CH2:9][C:10]([O:12]CC)=[O:11])=[O:7].[OH-].[Na+]. (5) The reactants are: [Cl:1][C:2]1[CH:7]=[CH:6][CH:5]=[C:4]([Cl:8])[C:3]=1[C:9]1[C:13]([CH2:14][O:15][C:16]2[CH:21]=[CH:20][C:19]([N:22]([CH2:24][C:25]3[CH:26]=[C:27]([CH:32]=[CH:33][CH:34]=3)[C:28]([O:30]C)=[O:29])[CH3:23])=[C:18]([CH3:35])[CH:17]=2)=[C:12]([CH:36]([CH3:38])[CH3:37])[O:11][N:10]=1.[OH-].[Li+]. Given the product [Cl:8][C:4]1[CH:5]=[CH:6][CH:7]=[C:2]([Cl:1])[C:3]=1[C:9]1[C:13]([CH2:14][O:15][C:16]2[CH:21]=[CH:20][C:19]([N:22]([CH2:24][C:25]3[CH:26]=[C:27]([CH:32]=[CH:33][CH:34]=3)[C:28]([OH:30])=[O:29])[CH3:23])=[C:18]([CH3:35])[CH:17]=2)=[C:12]([CH:36]([CH3:38])[CH3:37])[O:11][N:10]=1, predict the reactants needed to synthesize it. (6) Given the product [CH:18]1([C:24]2[CH:25]=[CH:26][C:27]([NH:28][C:2]3[N:7]=[C:6]4[N:8]=[C:9]([NH:12][C:13]([NH:15][CH2:16][CH3:17])=[O:14])[CH:10]=[CH:11][C:5]4=[N:4][CH:3]=3)=[CH:29][CH:30]=2)[CH2:19][CH2:20][CH2:21][CH2:22][CH2:23]1, predict the reactants needed to synthesize it. The reactants are: Cl[C:2]1[N:7]=[C:6]2[N:8]=[C:9]([NH:12][C:13]([NH:15][CH2:16][CH3:17])=[O:14])[CH:10]=[CH:11][C:5]2=[N:4][CH:3]=1.[CH:18]1([C:24]2[CH:30]=[CH:29][C:27]([NH2:28])=[CH:26][CH:25]=2)[CH2:23][CH2:22][CH2:21][CH2:20][CH2:19]1.CC(C)([O-])C.[Na+].C1(P(C2CCCCC2)C2C=CC=CC=2C2C=CC=CC=2)CCCCC1.